Dataset: Forward reaction prediction with 1.9M reactions from USPTO patents (1976-2016). Task: Predict the product of the given reaction. Given the reactants [CH3:1][C:2]([C:5]1[NH:13][C:8]2=[N:9][CH:10]=[CH:11][CH:12]=[C:7]2[CH:6]=1)([CH3:4])[CH3:3].C(Cl)Cl.ClC1C=CC=C(C(OO)=[O:25])C=1.C(=O)([O-])[O-].[K+].[K+], predict the reaction product. The product is: [CH3:4][C:2]([C:5]1[NH:13][C:8]2=[N+:9]([O-:25])[CH:10]=[CH:11][CH:12]=[C:7]2[CH:6]=1)([CH3:1])[CH3:3].